This data is from Full USPTO retrosynthesis dataset with 1.9M reactions from patents (1976-2016). The task is: Predict the reactants needed to synthesize the given product. (1) Given the product [CH3:1][C:2]1[C:3]([OH:10])=[CH:4][C:5]([OH:6])=[N:11][C:7]=1[CH3:8], predict the reactants needed to synthesize it. The reactants are: [CH3:1][C:2]1[C:3]([OH:10])=[CH:4][C:5](=O)[O:6][C:7]=1[CH3:8].[NH3:11]. (2) Given the product [C:1]1([C:7]2[C:11]([C:12](=[O:39])[CH3:16])=[C:10]([C:23]([F:26])([F:25])[F:24])[O:9][N:8]=2)[CH:6]=[CH:5][CH:4]=[CH:3][CH:2]=1, predict the reactants needed to synthesize it. The reactants are: [C:1]1([C:7]2[C:11]([C:12]3N=CN(C4C=CC=CC=4)[CH:16]=3)=[C:10]([C:23]([F:26])([F:25])[F:24])[O:9][N:8]=2)[CH:6]=[CH:5][CH:4]=[CH:3][CH:2]=1.[Li]CCCC.[Cu]C#N.[Cl-].[Li+].C(Cl)(=[O:39])C. (3) Given the product [C:14]([O:13][C:11]([N:7]1[CH2:8][CH2:9][CH2:10][CH:5]([CH2:4][OH:31])[CH2:6]1)=[O:12])([CH3:17])([CH3:16])[CH3:15], predict the reactants needed to synthesize it. The reactants are: O=C(C1C=CC=CC=1)/C=[CH:4]/[CH:5]1[CH2:10][CH2:9][CH2:8][N:7]([C:11]([O:13][C:14]([CH3:17])([CH3:16])[CH3:15])=[O:12])[CH2:6]1.N1CCCC(C[OH:31])C1.C(OC(OC(OC(C)(C)C)=O)=O)(C)(C)C. (4) Given the product [Cl:1][C:2]1[C:11]([OH:12])=[C:10]2[C:5]([CH:6]=[CH:7][CH:8]=[N:9]2)=[C:4]([C:16]2[CH:17]=[N:18][CH:19]=[CH:20][CH:21]=2)[CH:3]=1, predict the reactants needed to synthesize it. The reactants are: [Cl:1][C:2]1[C:11]([O:12]C(C)C)=[C:10]2[C:5]([CH:6]=[CH:7][CH:8]=[N:9]2)=[C:4]([C:16]2[CH:17]=[N:18][CH:19]=[CH:20][CH:21]=2)[CH:3]=1.B(Cl)(Cl)Cl. (5) Given the product [CH:13]1[C:14]([OH:8])=[CH:15][CH:16]=[C:17]([CH3:18])[CH:12]=1.[CH:1]([C:24]1[CH:23]=[CH:22][CH:21]=[CH:20][C:19]=1[CH:18]=[CH2:17])=[CH2:2], predict the reactants needed to synthesize it. The reactants are: [C:1](N(CCO)CC[OH:8])(C)(C)[CH3:2].[CH2:12]1[CH:17]([CH2:18][CH:19]2[CH2:24][CH2:23][CH:22](N=C=O)[CH2:21][CH2:20]2)[CH2:16][CH2:15][CH:14](N=C=O)[CH2:13]1.